Task: Predict the product of the given reaction.. Dataset: Forward reaction prediction with 1.9M reactions from USPTO patents (1976-2016) Given the reactants C(=O)(O)[O-].[Na+].Cl[C:7]([O:9][CH2:10][C:11]1[CH:16]=[CH:15][CH:14]=[CH:13][CH:12]=1)=[O:8].O1CCCC1.[F:22][C:23]1[CH:24]=[C:25]([C@H:31]2[NH:36][C@@H:35]([C@H:37]([OH:39])[CH3:38])[CH2:34][O:33][CH2:32]2)[CH:26]=[C:27]([F:30])[C:28]=1[F:29], predict the reaction product. The product is: [CH2:10]([O:9][C:7]([N:36]1[C@H:31]([C:25]2[CH:24]=[C:23]([F:22])[C:28]([F:29])=[C:27]([F:30])[CH:26]=2)[CH2:32][O:33][CH2:34][C@@H:35]1[C@H:37]([OH:39])[CH3:38])=[O:8])[C:11]1[CH:16]=[CH:15][CH:14]=[CH:13][CH:12]=1.